Dataset: Forward reaction prediction with 1.9M reactions from USPTO patents (1976-2016). Task: Predict the product of the given reaction. (1) Given the reactants [S:1]1[C:5]2[CH:6]=[CH:7][CH:8]=[CH:9][C:4]=2[N:3]=[C:2]1[C:10]1[C:14]2[CH:15]=[CH:16][CH:17]=[CH:18][C:13]=2[O:12][C:11]=1[C:19]([O:21]CC)=O.[NH3:24], predict the reaction product. The product is: [S:1]1[C:5]2[CH:6]=[CH:7][CH:8]=[CH:9][C:4]=2[N:3]=[C:2]1[C:10]1[C:14]2[CH:15]=[CH:16][CH:17]=[CH:18][C:13]=2[O:12][C:11]=1[C:19]([NH2:24])=[O:21]. (2) Given the reactants ClCCl.Br[C:5]1[CH:6]=[CH:7][C:8]([C:13]([O:15][CH3:16])=[O:14])=[N:9][C:10]=1[O:11][CH3:12].[CH3:17][C:18]1([CH3:34])[C:22]([CH3:24])([CH3:23])[O:21][B:20]([B:20]2[O:21][C:22]([CH3:24])([CH3:23])[C:18]([CH3:34])([CH3:17])[O:19]2)[O:19]1.C([O-])(=O)C.[K+], predict the reaction product. The product is: [CH3:12][O:11][C:10]1[N:9]=[C:8]([C:13]([O:15][CH3:16])=[O:14])[CH:7]=[CH:6][C:5]=1[B:20]1[O:21][C:22]([CH3:24])([CH3:23])[C:18]([CH3:34])([CH3:17])[O:19]1. (3) Given the reactants [Cl:1][C:2]1[C:7]([CH3:8])=[C:6](F)[CH:5]=[CH:4][C:3]=1[N+:10]([O-:12])=[O:11].[CH:13]([N:16]1[CH2:21][CH2:20][NH:19][CH2:18][CH2:17]1)([CH3:15])[CH3:14].C([O-])([O-])=O.[K+].[K+], predict the reaction product. The product is: [Cl:1][C:2]1[C:7]([CH3:8])=[C:6]([N:19]2[CH2:20][CH2:21][N:16]([CH:13]([CH3:15])[CH3:14])[CH2:17][CH2:18]2)[CH:5]=[CH:4][C:3]=1[N+:10]([O-:12])=[O:11]. (4) Given the reactants C1(P(C2C=CC=CC=2)C2C=CC=CC=2)C=CC=CC=1.CC(OC(/N=N/C(OC(C)C)=O)=O)C.[C:34]([O:38][C:39]([N:41]1[CH2:45][CH2:44][CH2:43][C:42]1([CH2:54]O)[C:46](=[O:53])[NH:47][CH2:48][C:49]([O:51][CH3:52])=[O:50])=[O:40])([CH3:37])([CH3:36])[CH3:35], predict the reaction product. The product is: [CH3:52][O:51][C:49](=[O:50])[CH2:48][N:47]1[CH2:54][C:42]2([CH2:43][CH2:44][CH2:45][N:41]2[C:39]([O:38][C:34]([CH3:35])([CH3:36])[CH3:37])=[O:40])[C:46]1=[O:53]. (5) Given the reactants [CH3:1][N:2]([CH2:13][C:14]([O:16]CC)=[O:15])[NH:3][C:4](=[O:12])[NH:5][CH2:6][C:7]1[S:8][CH:9]=[CH:10][CH:11]=1.O.[OH-].[Li+], predict the reaction product. The product is: [CH3:1][N:2]([CH2:13][C:14]([OH:16])=[O:15])[NH:3][C:4](=[O:12])[NH:5][CH2:6][C:7]1[S:8][CH:9]=[CH:10][CH:11]=1.